This data is from Forward reaction prediction with 1.9M reactions from USPTO patents (1976-2016). The task is: Predict the product of the given reaction. (1) The product is: [CH3:1][O:2][CH2:3][C@H:4]([NH:16][C:17]([N:19]1[CH2:24][C:23](=[O:25])[NH:22][C:21]2[CH:26]=[C:27]([CH3:30])[CH:28]=[N:29][C:20]1=2)=[O:18])[C:5]1[CH:6]=[CH:7][C:8]([O:11][C:12]([F:15])([F:13])[F:14])=[CH:9][CH:10]=1. Given the reactants [CH3:1][O:2][CH2:3][CH:4]([NH:16][C:17]([N:19]1[CH2:24][C:23](=[O:25])[NH:22][C:21]2[CH:26]=[C:27]([CH3:30])[CH:28]=[N:29][C:20]1=2)=[O:18])[C:5]1[CH:10]=[CH:9][C:8]([O:11][C:12]([F:15])([F:14])[F:13])=[CH:7][CH:6]=1, predict the reaction product. (2) Given the reactants [Cl:1][C:2]1[CH:7]=[C:6]([N+:8]([O-:10])=[O:9])[CH:5]=[CH:4][C:3]=1[CH2:11]Cl.[CH3:13][CH:14]1[CH2:19][CH2:18][NH:17][CH2:16][CH2:15]1, predict the reaction product. The product is: [Cl:1][C:2]1[CH:7]=[C:6]([N+:8]([O-:10])=[O:9])[CH:5]=[CH:4][C:3]=1[CH2:11][N:17]1[CH2:18][CH2:19][CH:14]([CH3:13])[CH2:15][CH2:16]1.